From a dataset of Full USPTO retrosynthesis dataset with 1.9M reactions from patents (1976-2016). Predict the reactants needed to synthesize the given product. (1) Given the product [Br:1][C:2]1[CH:11]=[CH:10][C:5]([C:6]([O:8][CH3:9])=[O:7])=[CH:4][C:3]=1[S:12]([N:16]1[CH2:22][CH2:21][CH2:20][CH:19]([OH:23])[CH2:18][CH2:17]1)(=[O:14])=[O:13], predict the reactants needed to synthesize it. The reactants are: [Br:1][C:2]1[CH:11]=[CH:10][C:5]([C:6]([O:8][CH3:9])=[O:7])=[CH:4][C:3]=1[S:12](Cl)(=[O:14])=[O:13].[NH:16]1[CH2:22][CH2:21][CH2:20][CH:19]([OH:23])[CH2:18][CH2:17]1. (2) The reactants are: [F:1][C:2]1[CH:7]=[CH:6][C:5](B2OC(C)(C)C(C)(C)O2)=[CH:4][C:3]=1[C:17]([F:20])([F:19])[F:18].[Cl:21][C:22]1[CH:23]=[C:24]([CH2:28][N:29]2[CH:33]=[CH:32][N:31]=[C:30]2[CH3:34])[N:25]=[N:26][CH:27]=1. Given the product [ClH:21].[F:1][C:2]1[CH:7]=[CH:6][C:5]([C:22]2[CH:23]=[C:24]([CH2:28][N:29]3[CH:33]=[CH:32][N:31]=[C:30]3[CH3:34])[N:25]=[N:26][CH:27]=2)=[CH:4][C:3]=1[C:17]([F:18])([F:19])[F:20], predict the reactants needed to synthesize it. (3) The reactants are: C(=O)([O-])[O-].[Cs+].[Cs+].[CH3:7][O:8][C:9](=[O:21])[C:10]1[C:15]([F:16])=[C:14]([F:17])[C:13](Br)=[C:12]([F:19])[C:11]=1[F:20].B(O)(O)[C:23]1[CH:28]=[CH:27][C:26]([CH:29]=[O:30])=[CH:25][CH:24]=1. Given the product [CH3:7][O:8][C:9]([C:10]1[C:15]([F:16])=[C:14]([F:17])[C:13]([C:23]2[CH:28]=[CH:27][C:26]([CH:29]=[O:30])=[CH:25][CH:24]=2)=[C:12]([F:19])[C:11]=1[F:20])=[O:21], predict the reactants needed to synthesize it. (4) Given the product [Br:33][C:34]1[CH:39]=[CH:38][C:37]([CH2:40][CH2:41][CH2:42][C:8]([NH:9][C:10]2[CH:15]=[CH:14][C:13]([S:16]([CH:19]([CH3:21])[CH3:20])(=[O:17])=[O:18])=[C:12]([CH:11]=2)[CH2:22][N:23]([CH3:24])[C:25](=[O:26])[O:27][C:28]([CH3:31])([CH3:30])[CH3:29])=[O:7])=[C:36]([CH2:66][CH3:67])[CH:35]=1, predict the reactants needed to synthesize it. The reactants are: C1([O:7][C:8](=O)[NH:9][C:10]2[CH:15]=[CH:14][C:13]([S:16]([CH:19]([CH3:21])[CH3:20])(=[O:18])=[O:17])=[C:12]([CH2:22][N:23]([C:25]([O:27][C:28]([CH3:31])([CH3:30])[CH3:29])=[O:26])[CH3:24])[CH:11]=2)C=CC=CC=1.[Br:33][C:34]1[CH:39]=[CH:38][C:37]([CH2:40][CH2:41][CH2:42]C(NC2C=CC(SC(C)C)=C(C=2)CN(C)C(=O)OC(C)(C)C)=O)=[C:36]([CH2:66][CH3:67])[CH:35]=1.C1C=C(Cl)C=C(C(OO)=O)C=1.